This data is from Forward reaction prediction with 1.9M reactions from USPTO patents (1976-2016). The task is: Predict the product of the given reaction. Given the reactants Cl[C:2]1[N:10]=[CH:9][N:8]=[C:7]2[C:3]=1[N:4]=[CH:5][N:6]2[CH:11]=[CH2:12].[CH3:13][NH2:14].O.Cl.CN, predict the reaction product. The product is: [CH3:13][NH:14][C:2]1[N:10]=[CH:9][N:8]=[C:7]2[C:3]=1[N:4]=[CH:5][N:6]2[CH:11]=[CH2:12].